From a dataset of Reaction yield outcomes from USPTO patents with 853,638 reactions. Predict the reaction yield, written as a fraction of the theoretical maximum amount of product (1.0 means a 100% yield; for example, 0.34 means a 34% yield). The reactants are Br[C:2]1[CH:3]=[C:4]([C@:8]2([CH3:24])[CH2:13][C:12](=[O:14])[N:11]([CH3:15])[C:10](=[N:16][C:17](=[O:23])[O:18][C:19]([CH3:22])([CH3:21])[CH3:20])[NH:9]2)[CH:5]=[CH:6][CH:7]=1.[Cl:25][C:26]1[CH:27]=[CH:28][C:29]([OH:35])=[C:30](B(O)O)[CH:31]=1.C([O-])([O-])=O.[K+].[K+]. The catalyst is C(COC)OC.C(O)(C)(C)C.[Pd]. The product is [Cl:25][C:26]1[CH:31]=[C:30]([C:2]2[CH:3]=[C:4]([C@:8]3([CH3:24])[CH2:13][C:12](=[O:14])[N:11]([CH3:15])[C:10](=[N:16][C:17](=[O:23])[O:18][C:19]([CH3:21])([CH3:22])[CH3:20])[NH:9]3)[CH:5]=[CH:6][CH:7]=2)[C:29]([OH:35])=[CH:28][CH:27]=1. The yield is 0.480.